This data is from Forward reaction prediction with 1.9M reactions from USPTO patents (1976-2016). The task is: Predict the product of the given reaction. (1) The product is: [CH3:2][O:3][C:4](=[O:38])[C@@H:5]([NH:10][C:11]([N:13]1[CH2:19][CH:18]([OH:20])[C@@H:17]([NH:21][C:22](=[O:36])[C@@H:23]([NH2:28])[CH2:24][CH:25]([CH3:26])[CH3:27])[CH2:16][CH2:15][C@H:14]1[CH3:37])=[O:12])[CH2:6][CH:7]([CH3:9])[CH3:8]. Given the reactants Cl.[CH3:2][O:3][C:4](=[O:38])[C@@H:5]([NH:10][C:11]([N:13]1[CH2:19][CH:18]([OH:20])[C@@H:17]([NH:21][C:22](=[O:36])[C@@H:23]([NH:28]C(OC(C)(C)C)=O)[CH2:24][CH:25]([CH3:27])[CH3:26])[CH2:16][CH2:15][C@H:14]1[CH3:37])=[O:12])[CH2:6][CH:7]([CH3:9])[CH3:8], predict the reaction product. (2) Given the reactants [CH3:1][N:2]1[CH2:7][CH2:6][C:5]([CH2:9][O:10][C:11]2[C:19]3[C:18]4[CH:20]=[C:21]([C:24]#[N:25])[N:22]=[CH:23][C:17]=4[NH:16][C:15]=3[N:14]=[CH:13][CH:12]=2)([CH3:8])[CH2:4][CH2:3]1.C([O-])(=O)C.[Na+].[Br:31]Br.[OH-].[Na+], predict the reaction product. The product is: [Br:31][C:12]1[CH:13]=[N:14][C:15]2[NH:16][C:17]3[CH:23]=[N:22][C:21]([C:24]#[N:25])=[CH:20][C:18]=3[C:19]=2[C:11]=1[O:10][CH2:9][C:5]1([CH3:8])[CH2:6][CH2:7][N:2]([CH3:1])[CH2:3][CH2:4]1.